This data is from Reaction yield outcomes from USPTO patents with 853,638 reactions. The task is: Predict the reaction yield, written as a fraction of the theoretical maximum amount of product (1.0 means a 100% yield; for example, 0.34 means a 34% yield). (1) The reactants are [Cl:1][C:2]1[C:7](=[O:8])[N:6]([CH2:9][C:10]([NH:12][CH2:13][C:14]2[CH:19]=[CH:18][N:17]=[CH:16][C:15]=2[OH:20])=[O:11])[N:5]=[CH:4][C:3]=1[NH:21][C@@H:22]1[CH2:27][C@@H:26]2[CH2:28][C@@H:24]([C:25]2([CH3:30])[CH3:29])[C@H:23]1[CH3:31].[CH3:32][CH:33](O)[CH3:34].C1(P(C2C=CC=CC=2)C2C=CC=CC=2)C=CC=CC=1.N(C(OCC)=O)=NC(OCC)=O.C1(C)C=CC=CC=1. The catalyst is O1CCCC1. The product is [Cl:1][C:2]1[C:7](=[O:8])[N:6]([CH2:9][C:10]([NH:12][CH2:13][C:14]2[CH:19]=[CH:18][N:17]=[CH:16][C:15]=2[O:20][CH:33]([CH3:34])[CH3:32])=[O:11])[N:5]=[CH:4][C:3]=1[NH:21][C@@H:22]1[CH2:27][C@@H:26]2[CH2:28][C@@H:24]([C:25]2([CH3:30])[CH3:29])[C@H:23]1[CH3:31]. The yield is 0.150. (2) The reactants are Br[C:2]1[CH:11]=[C:10]2[C:5]([C:6]([N:13]3[CH2:18][CH2:17][O:16][CH2:15][CH2:14]3)=[N:7][C:8]([Cl:12])=[N:9]2)=[CH:4][CH:3]=1.[NH2:19][C:20]1[CH:21]=[C:22](B2OC(C)(C)C(C)(C)O2)[CH:23]=[CH:24][CH:25]=1.C(=O)([O-])[O-].[Na+].[Na+].C1(C)C=CC=CC=1. The catalyst is Cl[Pd](Cl)([P](C1C=CC=CC=1)(C1C=CC=CC=1)C1C=CC=CC=1)[P](C1C=CC=CC=1)(C1C=CC=CC=1)C1C=CC=CC=1.O.C(O)C. The product is [Cl:12][C:8]1[N:7]=[C:6]([N:13]2[CH2:18][CH2:17][O:16][CH2:15][CH2:14]2)[C:5]2[C:10](=[CH:11][C:2]([C:24]3[CH:25]=[C:20]([CH:21]=[CH:22][CH:23]=3)[NH2:19])=[CH:3][CH:4]=2)[N:9]=1. The yield is 0.620. (3) The reactants are [Cl:1][C:2]1[N:7]=[CH:6][C:5]([CH:8]([C:15]2[CH:20]=[CH:19][CH:18]=[CH:17][CH:16]=2)[C:9]([CH3:14])([CH3:13])[C:10](O)=[O:11])=[CH:4][CH:3]=1.Cl.CN(C)CCCN=C=NCC.[S:33]1[CH:37]=[N:36][N:35]=[C:34]1[NH2:38].C(N(C(C)C)CC)(C)C. The catalyst is CC#N. The product is [Cl:1][C:2]1[N:7]=[CH:6][C:5]([CH:8]([C:15]2[CH:20]=[CH:19][CH:18]=[CH:17][CH:16]=2)[C:9]([CH3:14])([CH3:13])[C:10]([NH:38][C:34]2[S:33][CH:37]=[N:36][N:35]=2)=[O:11])=[CH:4][CH:3]=1. The yield is 0.793.